From a dataset of Experimentally validated miRNA-target interactions with 360,000+ pairs, plus equal number of negative samples. Binary Classification. Given a miRNA mature sequence and a target amino acid sequence, predict their likelihood of interaction. (1) The miRNA is mmu-miR-1952 with sequence UCUCCACCCUCCUUCUG. The protein sequence of the target gene is MDMFSLDMIISDPAAEASRAGKKQLRGVQNPCPSARARPRHKSLNIKDKISEWEGKKEVPTPAPSRRADGQEDYLPSSTVERRSSDGVRTQVTEAKNGMRPGTESTEKERNKGAVNVGGQDPEPGQDLSQPEREVDPSWGRGREPRLGKLRFQNDPLSVLKQVKKLEQALKDGSAGLDPQLPGTCYSPHCPPDKAEAGSTLPENLGGGSGSEVSQRVHPSDLEGREPTPELVEDRKGSCRRPWDRSLENVYRGSEGSPTKPFINPLPKPRRTFKHAGEGDKDGKPGIGFRKEKRNLPPLP.... Result: 0 (no interaction). (2) The miRNA is hsa-miR-5688 with sequence UAACAAACACCUGUAAAACAGC. The protein sequence of the target gene is MKAIIHLTLLALLSVNTATNQGNSADAVTTTETATSGPTVAAADTTETNFPETASTTANTPSFPTATSPAPPIISTHSSSTIPTPAPPIISTHSSSTIPIPTAADSESTTNVNSLATSDIITASSPNDGLITMVPSETQSNNEMSPTTEDNQSSGPPTGTALLETSTLNSTGPSNPCQDDPCADNSLCVKLHNTSFCLCLEGYYYNSSTCKKGKVFPGKISVTVSETFDPEEKHSMAYQDLHSEITSLFKDVFGTSVYGQTVILTVSTSLSPRSEMRADDKFVNVTIVTILAETTSDNEK.... Result: 0 (no interaction). (3) The miRNA is mmu-miR-872-5p with sequence AAGGUUACUUGUUAGUUCAGG. The protein sequence of the target gene is MSQKPAKEGPRLSKNQKYSEHFSIHCCPPFTFLNSKKEIVDRKYSICKSGCFYQKKEEDWICCACQKTRTSRRAKSPQRPKQQPAAPPAVVRAPAKPRSPPRSERQPRSPPRSERQPRSPPRSERQPRSPPRSERQPRPRPEVRPPPAKQRPPQKSKQQPRSSPLRGPGASRGGSPVKASRFW. Result: 0 (no interaction).